This data is from Catalyst prediction with 721,799 reactions and 888 catalyst types from USPTO. The task is: Predict which catalyst facilitates the given reaction. (1) Reactant: [NH2:1][C:2]1[N:11]=[C:10]([C:12]([N:14]2[CH2:22][C:21]3[C:16](=[CH:17][CH:18]=[CH:19][CH:20]=3)[CH2:15]2)=[O:13])[C:9]2[C:4](=[CH:5][CH:6]=[C:7]([C:23]([CH3:30])([CH3:29])[C:24]([O:26]CC)=[O:25])[CH:8]=2)[N:3]=1.[OH-].[Na+]. Product: [NH2:1][C:2]1[N:11]=[C:10]([C:12]([N:14]2[CH2:15][C:16]3[C:21](=[CH:20][CH:19]=[CH:18][CH:17]=3)[CH2:22]2)=[O:13])[C:9]2[C:4](=[CH:5][CH:6]=[C:7]([C:23]([CH3:30])([CH3:29])[C:24]([OH:26])=[O:25])[CH:8]=2)[N:3]=1. The catalyst class is: 7. (2) Reactant: [OH-].[OH:2][CH2:3][CH2:4][N+:5]([CH2:10][CH2:11][OH:12])([CH2:7][CH2:8][OH:9])[CH3:6].[F:13][C:14]([F:27])([F:26])[S:15]([N-:18][S:19]([C:22]([F:25])([F:24])[F:23])(=[O:21])=[O:20])(=[O:17])=[O:16]. Product: [N-:18]([S:15]([C:14]([F:27])([F:13])[F:26])(=[O:17])=[O:16])[S:19]([C:22]([F:25])([F:24])[F:23])(=[O:21])=[O:20].[OH:12][CH2:11][CH2:10][N+:5]([CH2:4][CH2:3][OH:2])([CH2:7][CH2:8][OH:9])[CH3:6]. The catalyst class is: 6. (3) Reactant: [C:1]([O:5][C:6]12[CH2:15][CH:10]3[CH2:11][CH:12]([CH2:14][C:8]([C:16]([OH:18])=[O:17])([CH2:9]3)[CH2:7]1)[CH2:13]2)(=[O:4])[CH:2]=[CH2:3].[CH2:19]=[C:20]([CH3:22])[CH3:21].S(=O)(=O)(O)O. Product: [C:1]([O:5][C:6]12[CH2:15][CH:10]3[CH2:11][CH:12]([CH2:14][C:8]([C:16]([O:18][C:20]([CH3:22])([CH3:21])[CH3:19])=[O:17])([CH2:9]3)[CH2:7]1)[CH2:13]2)(=[O:4])[CH:2]=[CH2:3]. The catalyst class is: 4. (4) Reactant: [C:1]([O:5][C:6]([N:8]([CH2:14][C:15]1[CH:30]=[CH:29][C:18]([O:19][C:20]2[CH:28]=[CH:27][C:23]([C:24]([OH:26])=O)=[CH:22][N:21]=2)=[CH:17][CH:16]=1)[CH2:9][CH2:10][CH:11]([CH3:13])[CH3:12])=[O:7])([CH3:4])([CH3:3])[CH3:2].C(Cl)CCl.C1C=CC2N(O)N=[N:41][C:39]=2C=1.CCN(C(C)C)C(C)C.Cl.CN.C(O)(=O)CC(CC(O)=O)(C(O)=O)O.C([O-])(O)=O.[Na+]. Product: [C:1]([O:5][C:6](=[O:7])[N:8]([CH2:9][CH2:10][CH:11]([CH3:12])[CH3:13])[CH2:14][C:15]1[CH:30]=[CH:29][C:18]([O:19][C:20]2[CH:28]=[CH:27][C:23]([C:24](=[O:26])[NH:41][CH3:39])=[CH:22][N:21]=2)=[CH:17][CH:16]=1)([CH3:2])([CH3:3])[CH3:4]. The catalyst class is: 2. (5) Reactant: Br[C:2]1[N:7]=[C:6]([O:8][C:9]2[CH:10]=[C:11]([C:16]3[CH:21]=[CH:20][CH:19]=[C:18]([CH2:22][NH:23][C:24](=[O:30])[O:25][C:26]([CH3:29])([CH3:28])[CH3:27])[CH:17]=3)[CH:12]=[C:13]([CH3:15])[CH:14]=2)[C:5]([F:31])=[CH:4][C:3]=1[F:32].[CH2:33](C([Sn])=C(CCCC)CCCC)[CH2:34]CC. Product: [C:26]([O:25][C:24](=[O:30])[NH:23][CH2:22][C:18]1[CH:17]=[C:16]([C:11]2[CH:12]=[C:13]([CH3:15])[CH:14]=[C:9]([O:8][C:6]3[C:5]([F:31])=[CH:4][C:3]([F:32])=[C:2]([CH:33]=[CH2:34])[N:7]=3)[CH:10]=2)[CH:21]=[CH:20][CH:19]=1)([CH3:29])([CH3:28])[CH3:27]. The catalyst class is: 109.